From a dataset of Peptide-MHC class I binding affinity with 185,985 pairs from IEDB/IMGT. Regression. Given a peptide amino acid sequence and an MHC pseudo amino acid sequence, predict their binding affinity value. This is MHC class I binding data. The peptide sequence is APKEFRGAL. The MHC is HLA-B38:01 with pseudo-sequence HLA-B38:01. The binding affinity (normalized) is 0.0847.